Dataset: Peptide-MHC class I binding affinity with 185,985 pairs from IEDB/IMGT. Task: Regression. Given a peptide amino acid sequence and an MHC pseudo amino acid sequence, predict their binding affinity value. This is MHC class I binding data. The binding affinity (normalized) is 0.399. The peptide sequence is DMTPAELEV. The MHC is HLA-A02:01 with pseudo-sequence HLA-A02:01.